Task: Predict the product of the given reaction.. Dataset: Forward reaction prediction with 1.9M reactions from USPTO patents (1976-2016) (1) Given the reactants [Cl:1][C:2]1[CH:3]=[C:4]([CH:8]2C=CC3[C:10](=[CH:11][CH:12]=[CH:13][CH:14]=3)[O:9]2)[CH:5]=[CH:6][CH:7]=1.C[N+]1([O-])CC[O:22]CC1.C[C:27]([OH:30])([CH3:29])[CH3:28], predict the reaction product. The product is: [Cl:1][C:2]1[CH:3]=[C:4]([C@@H:8]2[C@@H:29]([OH:22])[C@@H:27]([OH:30])[C:28]3[C:10](=[CH:11][CH:12]=[CH:13][CH:14]=3)[O:9]2)[CH:5]=[CH:6][CH:7]=1. (2) Given the reactants [CH3:1][C@@H:2]([OH:71])[C@@H:3]1[NH:27][C:25](=[O:26])[C@H:24]([CH2:28][CH2:29][CH2:30][CH2:31][NH2:32])[NH:23][C:21](=[O:22])[C@@H:20]([CH2:33][C:34]2[C:38]3[CH:39]=[CH:40][CH:41]=[CH:42][C:37]=3[NH:36][CH:35]=2)[NH:19][C:17](=[O:18])[C@H:16]([CH2:43][C:44]2[CH:45]=[CH:46][CH:47]=[CH:48][CH:49]=2)[NH:15][C:13](=[O:14])[C@@H:12]([NH:50][C:51]([C@H:53]([NH2:61])[CH2:54][C:55]2[CH:56]=[CH:57][CH:58]=[CH:59][CH:60]=2)=[O:52])[CH2:11][S:10][S:9][CH2:8][C@@H:7]([C:62]([NH:64][C@@H:65]([C@H:68]([OH:70])[CH3:69])[CH2:66][OH:67])=[O:63])[NH:6][C:4]1=[O:5].C(Cl)Cl.C[OH:76], predict the reaction product. The product is: [CH3:1][C@@H:2]([OH:71])[C@@H:3]1[NH:27][C:25](=[O:26])[C@H:24]([CH2:28][CH2:29][CH2:30][CH2:31][NH2:32])[NH:23][C:21](=[O:22])[C@@H:20]([CH2:33][C:34]2[C:38]3[CH:39]=[CH:40][CH:41]=[CH:42][C:37]=3[NH:36][CH:35]=2)[NH:19][C:17](=[O:18])[C@H:16]([CH2:43][C:44]2[CH:49]=[CH:48][CH:47]=[CH:46][CH:45]=2)[NH:15][C:13](=[O:14])[C@@H:12]([NH:50][C:51]([C@H:53]([NH2:61])[CH2:54][C:55]2[CH:60]=[CH:59][CH:58]=[CH:57][CH:56]=2)=[O:52])[CH2:11][S:10][S:9][CH2:8][C@@H:7]([C:62]([NH:64][C@@H:65]([C@H:68]([OH:70])[CH3:69])[CH2:66][OH:67])=[O:63])[NH:6][C:4]1=[O:5].[CH3:1][C@@H:2]([OH:71])[C@@H:3]1[NH:27][C:25](=[O:26])[C@H:24]([CH2:28][CH2:29][CH2:30][CH2:31][NH2:32])[NH:23][C:21](=[O:22])[C@@H:20]([CH2:33][C:34]2[C:38]3[CH:39]=[CH:40][CH:41]=[CH:42][C:37]=3[NH:36][CH:35]=2)[NH:19][C:17](=[O:18])[C@H:16]([CH2:43][C:44]2[CH:49]=[CH:48][CH:47]=[CH:46][CH:45]=2)[NH:15][C:13](=[O:14])[C@@H:12]([NH:50][C:51]([C@H:53]([NH2:61])[CH2:54][C:55]2[CH:60]=[CH:59][CH:58]=[CH:57][CH:56]=2)=[O:52])[CH2:11][S:10][S:9][CH2:8][C@@H:7]([C:62]([NH:64][C@@H:65]([C@H:68]([OH:70])[CH3:69])[CH2:66][OH:67])=[O:63])[NH:6][C:4]1=[O:5].[CH3:69][C:68]([OH:70])=[O:76]. (3) Given the reactants Cl.CN(C)CCCCl.[Cl:9][C:10]1[CH:43]=[CH:42][C:13]2[S:14][C:15]3[CH:41]=[CH:40][CH:39]=[CH:38][C:16]=3[C:17]3[N:18](COCC[Si](C)(C)C)[C:19]([CH2:22][O:23][CH2:24][CH2:25][CH2:26][N:27]([CH3:29])[CH3:28])=[N:20][C:21]=3[C:12]=2[CH:11]=1, predict the reaction product. The product is: [Cl:9][C:10]1[CH:43]=[CH:42][C:13]2[S:14][C:15]3[CH:41]=[CH:40][CH:39]=[CH:38][C:16]=3[C:17]3[NH:18][C:19]([CH2:22][O:23][CH2:24][CH2:25][CH2:26][N:27]([CH3:28])[CH3:29])=[N:20][C:21]=3[C:12]=2[CH:11]=1. (4) Given the reactants [NH:1]1[C:9]2[C:4](=[CH:5][C:6]([NH:10][C:11]3[CH:16]=[C:15](Cl)[N:14]=[C:13]([C:18]4[CH:19]=[C:20]([CH:29]=[CH:30][CH:31]=4)[O:21][CH2:22][C:23]([NH:25][CH:26]([CH3:28])[CH3:27])=[O:24])[N:12]=3)=[CH:7][CH:8]=2)[CH:3]=[N:2]1.[NH:32]1[CH2:37][CH2:36][NH:35][CH2:34][CH2:33]1, predict the reaction product. The product is: [NH:1]1[C:9]2[C:4](=[CH:5][C:6]([NH:10][C:11]3[CH:16]=[C:15]([N:32]4[CH2:37][CH2:36][NH:35][CH2:34][CH2:33]4)[N:14]=[C:13]([C:18]4[CH:19]=[C:20]([CH:29]=[CH:30][CH:31]=4)[O:21][CH2:22][C:23]([NH:25][CH:26]([CH3:28])[CH3:27])=[O:24])[N:12]=3)=[CH:7][CH:8]=2)[CH:3]=[N:2]1. (5) Given the reactants [NH2:1][N:2]1[C:11]2[C:6](=[N:7][CH:8]=[CH:9][CH:10]=2)[CH:5]=[CH:4][C:3]1=[NH2+:12].CC1C=C(C)C=C(C)C=1S([O-])(=O)=O.[Cl:26][CH:27]([Cl:32])[C:28](OC)=O.C(=O)([O-])[O-].[K+].[K+], predict the reaction product. The product is: [Cl:26][CH:27]([Cl:32])[C:28]1[N:12]=[C:3]2[CH:4]=[CH:5][C:6]3[C:11]([N:2]2[N:1]=1)=[CH:10][CH:9]=[CH:8][N:7]=3. (6) Given the reactants C(OC([NH:11][CH2:12][CH2:13][S:14][CH2:15][C@H:16]([C:25]([OH:27])=O)[NH:17]C(OC(C)(C)C)=O)=O)C1C=CC=CC=1.[CH3:28][S:29]([Cl:32])(=[O:31])=[O:30].[S:33]1[CH2:37][CH2:36][NH:35][CH2:34]1, predict the reaction product. The product is: [ClH:32].[NH2:17][C@@H:16]([C:25](=[O:27])[N:35]1[CH2:36][CH2:37][S:33][CH2:34]1)[CH2:15][S:14][CH2:13][CH2:12][NH:11][S:29]([CH3:28])(=[O:31])=[O:30]. (7) Given the reactants O[CH2:2][C:3]1[CH:8]=[CH:7][C:6]([C:9]2[C:10]([C:15]#[N:16])=[CH:11][CH:12]=[CH:13][CH:14]=2)=[C:5]([N+:17]([O-:19])=[O:18])[CH:4]=1.[Br-:20].[Br-].[Br-].P, predict the reaction product. The product is: [Br:20][CH2:2][C:3]1[CH:8]=[CH:7][C:6]([C:9]2[C:10]([C:15]#[N:16])=[CH:11][CH:12]=[CH:13][CH:14]=2)=[C:5]([N+:17]([O-:19])=[O:18])[CH:4]=1. (8) Given the reactants [F:1][C:2]1[CH:10]=[C:9]2[C:5]([C:6]([C:12]3[N:13]=[C:14]4[C:20]([C:21]([OH:23])=O)=[CH:19][N:18]([CH2:24][O:25][CH2:26][CH2:27][Si:28]([CH3:31])([CH3:30])[CH3:29])[C:15]4=[N:16][CH:17]=3)=[N:7][N:8]2[CH3:11])=[CH:4][CH:3]=1.[NH2:32][CH:33]([CH3:39])[CH2:34][C:35]([CH3:38])([OH:37])[CH3:36].CN(C(ON1N=NC2C=CC=NC1=2)=[N+](C)C)C.F[P-](F)(F)(F)(F)F.C(N(CC)C(C)C)(C)C, predict the reaction product. The product is: [OH:37][C:35]([CH3:38])([CH3:36])[CH2:34][CH:33]([NH:32][C:21]([C:20]1[C:14]2[C:15](=[N:16][CH:17]=[C:12]([C:6]3[C:5]4[C:9](=[CH:10][C:2]([F:1])=[CH:3][CH:4]=4)[N:8]([CH3:11])[N:7]=3)[N:13]=2)[N:18]([CH2:24][O:25][CH2:26][CH2:27][Si:28]([CH3:30])([CH3:29])[CH3:31])[CH:19]=1)=[O:23])[CH3:39].